The task is: Predict the reactants needed to synthesize the given product.. This data is from Full USPTO retrosynthesis dataset with 1.9M reactions from patents (1976-2016). The reactants are: C[C:2]([CH3:5])([O-])[CH3:3].[Na+].Cl[C:8]1[N:13]=[CH:12][C:11]2[C:14]([NH:36][C:37](=[O:40])[O:38][CH3:39])=[N:15][N:16]([C:17]([C:30]3[CH:35]=[CH:34][CH:33]=[CH:32][CH:31]=3)([C:24]3[CH:29]=[CH:28][CH:27]=[CH:26][CH:25]=3)[C:18]3[CH:23]=[CH:22][CH:21]=[CH:20][CH:19]=3)[C:10]=2[CH:9]=1.[C:41](=[O:51])([O:43][CH2:44]C1C=CC=CC=1)[NH2:42].[CH2:52]1[CH2:56]OC[CH2:53]1. Given the product [C:17]([N:16]1[C:10]2[CH:9]=[C:8]([NH:42][C:41](=[O:51])[O:43][CH3:44])[N:13]=[CH:12][C:11]=2[C:14]([NH:36][C:37](=[O:40])[O:38][CH2:39][C:3]2[CH:2]=[CH:5][CH:56]=[CH:52][CH:53]=2)=[N:15]1)([C:24]1[CH:29]=[CH:28][CH:27]=[CH:26][CH:25]=1)([C:30]1[CH:31]=[CH:32][CH:33]=[CH:34][CH:35]=1)[C:18]1[CH:19]=[CH:20][CH:21]=[CH:22][CH:23]=1, predict the reactants needed to synthesize it.